Dataset: Forward reaction prediction with 1.9M reactions from USPTO patents (1976-2016). Task: Predict the product of the given reaction. (1) The product is: [NH:18]1[CH:19]=[N:20][C:16]([C:12]2[CH:11]=[C:10]3[C:15](=[CH:14][CH:13]=2)[NH:7][N:8]=[C:9]3[C:40]2[CH:41]=[C:42]([NH:46][C:50](=[O:51])[CH2:49][CH:48]([CH3:53])[CH3:47])[CH:43]=[CH:44][CH:45]=2)=[N:17]1. Given the reactants O1CCCCC1[N:7]1[C:15]2[C:10](=[CH:11][C:12]([C:16]3[N:20]=[CH:19][N:18](C(C4C=CC=CC=4)(C4C=CC=CC=4)C4C=CC=CC=4)[N:17]=3)=[CH:13][CH:14]=2)[C:9]([C:40]2[CH:41]=[C:42]([NH2:46])[CH:43]=[CH:44][CH:45]=2)=[N:8]1.[CH3:47][CH:48]([CH3:53])[CH2:49][C:50](Cl)=[O:51].O, predict the reaction product. (2) Given the reactants Cl[C:2]1[C:3]2[C:16]3[CH2:17][CH2:18][CH2:19][CH2:20][C:15]=3[S:14][C:4]=2[N:5]=[C:6]([CH2:8][CH2:9][C:10]([O:12][CH3:13])=[O:11])[N:7]=1.[Cl:21][C:22]1[CH:23]=[C:24]([CH:27]=[CH:28][C:29]=1[O:30][CH3:31])[CH2:25][NH2:26], predict the reaction product. The product is: [Cl:21][C:22]1[CH:23]=[C:24]([CH:27]=[CH:28][C:29]=1[O:30][CH3:31])[CH2:25][NH:26][C:2]1[C:3]2[C:16]3[CH2:17][CH2:18][CH2:19][CH2:20][C:15]=3[S:14][C:4]=2[N:5]=[C:6]([CH2:8][CH2:9][C:10]([O:12][CH3:13])=[O:11])[N:7]=1. (3) The product is: [O:29]=[C:27]([NH:59][C:60]1[CH:61]=[CH:62][CH:63]=[C:64]2[C:69]=1[N:68]=[CH:67][CH:66]=[CH:65]2)[CH:19]([C:16]1[CH:15]=[CH:14][C:13]([NH:12][C:10](=[O:11])[CH2:9][CH2:8][CH2:7][CH2:6][CH2:5][CH2:4][C:3]([O:2][CH3:1])=[O:34])=[CH:18][CH:17]=1)[C:20](=[O:22])[NH:53][C:54]1[CH:55]=[CH:56][CH:57]=[C:58]2[C:50]=1[N:49]=[CH:51][CH:37]=[CH:36]2. Given the reactants [CH3:1][O:2][C:3](=[O:34])[CH2:4][CH2:5][CH2:6][CH2:7][CH2:8][CH2:9][C:10]([NH:12][C:13]1[CH:18]=[CH:17][C:16]([CH:19]([C:27]([O:29]C(C)(C)C)=O)[C:20]([O:22]C(C)(C)C)=O)=[CH:15][CH:14]=1)=[O:11].F[C:36](F)(F)[C:37](O)=O.C(Cl)(=O)C(Cl)=O.C[N:49]([CH:51]=O)[CH3:50].[N:53]1[CH:58]=[CH:57][CH:56]=[CH:55][CH:54]=1.[NH2:59][C:60]1[CH:61]=[CH:62][CH:63]=[C:64]2[C:69]=1[N:68]=[CH:67][CH:66]=[CH:65]2, predict the reaction product. (4) Given the reactants [NH2:1][C:2]1[CH:7]=[CH:6][CH:5]=[CH:4][CH:3]=1.[Cl:8][CH2:9][CH2:10][CH2:11]I.C([O-])([O-])=O.[Cs+].[Cs+], predict the reaction product. The product is: [Cl:8][CH2:9][CH2:10][CH2:11][NH:1][C:2]1[CH:7]=[CH:6][CH:5]=[CH:4][CH:3]=1. (5) Given the reactants [Cl:1][C:2]1[S:6][C:5](/[CH:7]=[CH:8]/[S:9]([NH:12][C@H:13]2[CH2:17][CH2:16][N:15]([C:18]3[CH:19]=[CH:20][C:21]4[CH2:27][NH:26][CH2:25][CH2:24][CH2:23][C:22]=4[CH:28]=3)[C:14]2=[O:29])(=[O:11])=[O:10])=[CH:4][CH:3]=1.Cl, predict the reaction product. The product is: [ClH:1].[Cl:1][C:2]1[S:6][C:5](/[CH:7]=[CH:8]/[S:9]([NH:12][C@H:13]2[CH2:17][CH2:16][N:15]([C:18]3[CH:19]=[CH:20][C:21]4[CH2:27][NH:26][CH2:25][CH2:24][CH2:23][C:22]=4[CH:28]=3)[C:14]2=[O:29])(=[O:10])=[O:11])=[CH:4][CH:3]=1. (6) Given the reactants [OH:1][C:2]1([CH2:8][NH:9][C:10]([C:12]2[C:13]([Cl:24])=[C:14]3[C:18](=[C:19]([N+:21]([O-])=O)[CH:20]=2)[NH:17][CH:16]=[CH:15]3)=[O:11])[CH2:7][CH2:6][CH2:5][CH2:4][CH2:3]1.O.O.[Sn](Cl)Cl, predict the reaction product. The product is: [OH:1][C:2]1([CH2:8][NH:9][C:10]([C:12]2[C:13]([Cl:24])=[C:14]3[C:18](=[C:19]([NH2:21])[CH:20]=2)[NH:17][CH:16]=[CH:15]3)=[O:11])[CH2:3][CH2:4][CH2:5][CH2:6][CH2:7]1. (7) Given the reactants [C:1]([O:5][C:6]([NH:8][CH2:9][C:10]1[C:11]([CH2:30][CH:31]([CH3:33])[CH3:32])=[N:12][C:13]2[C:18]([C:19]=1[C:20]1[CH:25]=[CH:24][CH:23]=[CH:22][CH:21]=1)=[CH:17][C:16]([C:26]([O:28]C)=[O:27])=[CH:15][CH:14]=2)=[O:7])([CH3:4])([CH3:3])[CH3:2].CO.[OH-].[Na+], predict the reaction product. The product is: [C:1]([O:5][C:6]([NH:8][CH2:9][C:10]1[C:11]([CH2:30][CH:31]([CH3:33])[CH3:32])=[N:12][C:13]2[C:18]([C:19]=1[C:20]1[CH:21]=[CH:22][CH:23]=[CH:24][CH:25]=1)=[CH:17][C:16]([C:26]([OH:28])=[O:27])=[CH:15][CH:14]=2)=[O:7])([CH3:4])([CH3:3])[CH3:2].